From a dataset of Reaction yield outcomes from USPTO patents with 853,638 reactions. Predict the reaction yield, written as a fraction of the theoretical maximum amount of product (1.0 means a 100% yield; for example, 0.34 means a 34% yield). (1) The reactants are Cl[CH2:2][C:3]([C:5]1[CH:6]=[C:7]2[C:11](=[CH:12][CH:13]=1)[NH:10][C:9](=[O:14])[CH2:8]2)=O.[C:15]([NH2:23])(=[S:22])[C:16]1[CH:21]=[CH:20][CH:19]=[CH:18][CH:17]=1.C([O-])([O-])=O.[Na+].[Na+]. The catalyst is CN(C=O)C. The product is [C:16]1([C:15]2[S:22][CH:2]=[C:3]([C:5]3[CH:6]=[C:7]4[C:11](=[CH:12][CH:13]=3)[NH:10][C:9](=[O:14])[CH2:8]4)[N:23]=2)[CH:21]=[CH:20][CH:19]=[CH:18][CH:17]=1. The yield is 0.850. (2) The reactants are [CH3:1][C:2]([Si:5]([CH3:30])([CH3:29])[O:6][CH2:7][CH:8]1[NH:13][CH2:12][CH2:11][N:10]([CH2:14][CH2:15][C:16]2[C:17]([F:28])=[CH:18][N:19]=[C:20]3[C:25]=2[N:24]=[C:23]([O:26][CH3:27])[CH:22]=[CH:21]3)[CH2:9]1)([CH3:4])[CH3:3].CC1C=CC(S(N([N:43]=[O:44])C)(=O)=O)=CC=1. The catalyst is ClCCCl. The product is [CH3:4][C:2]([Si:5]([CH3:29])([CH3:30])[O:6][CH2:7][CH:8]1[N:13]([N:43]=[O:44])[CH2:12][CH2:11][N:10]([CH2:14][CH2:15][C:16]2[C:17]([F:28])=[CH:18][N:19]=[C:20]3[C:25]=2[N:24]=[C:23]([O:26][CH3:27])[CH:22]=[CH:21]3)[CH2:9]1)([CH3:1])[CH3:3]. The yield is 0.170. (3) The reactants are [CH3:1][O:2][C:3](=[O:23])[NH:4][CH:5]([C:9]([N:11]1[CH2:15][CH2:14][CH2:13][CH:12]1[C:16]1[NH:17][C:18]([C:21]#[CH:22])=[CH:19][N:20]=1)=[O:10])[CH:6]([CH3:8])[CH3:7].[CH3:24][O:25][C:26](=[O:53])[NH:27][CH:28]([C:32]([N:34]1[CH2:38][CH2:37][CH2:36][CH:35]1[C:39]1[NH:40][C:41]([C:44]#[C:45][C:46]2[CH:51]=[CH:50][C:49](Br)=[CH:48][CH:47]=2)=[CH:42][N:43]=1)=[O:33])[CH:29]([CH3:31])[CH3:30].C(N(CC)CC)C. The catalyst is CN(C=O)C.C1C=CC([P]([Pd]([P](C2C=CC=CC=2)(C2C=CC=CC=2)C2C=CC=CC=2)([P](C2C=CC=CC=2)(C2C=CC=CC=2)C2C=CC=CC=2)[P](C2C=CC=CC=2)(C2C=CC=CC=2)C2C=CC=CC=2)(C2C=CC=CC=2)C2C=CC=CC=2)=CC=1.[Cu]I. The product is [CH3:1][O:2][C:3](=[O:23])[NH:4][CH:5]([C:9]([N:11]1[CH2:15][CH2:14][CH2:13][CH:12]1[C:16]1[NH:17][C:18]([C:21]#[C:22][C:49]2[CH:50]=[CH:51][C:46]([C:45]#[C:44][C:41]3[NH:40][C:39]([CH:35]4[CH2:36][CH2:37][CH2:38][N:34]4[C:32](=[O:33])[CH:28]([NH:27][C:26]([O:25][CH3:24])=[O:53])[CH:29]([CH3:31])[CH3:30])=[N:43][CH:42]=3)=[CH:47][CH:48]=2)=[CH:19][N:20]=1)=[O:10])[CH:6]([CH3:8])[CH3:7]. The yield is 0.170.